Dataset: Forward reaction prediction with 1.9M reactions from USPTO patents (1976-2016). Task: Predict the product of the given reaction. (1) Given the reactants CN([CH:4]=[O:5])C.C(N1C=CN=C1)(N1C=CN=C1)=O.[NH2:18][C:19]1[C:20]([Cl:46])=[N:21][C:22]2[C:27]([C:28]=1[NH:29][CH2:30][C:31]1[CH:32]=[C:33]([CH:43]=[CH:44][CH:45]=1)[CH2:34][NH:35][C:36](=[O:42])[O:37][C:38]([CH3:41])([CH3:40])[CH3:39])=[CH:26][CH:25]=[CH:24][CH:23]=2, predict the reaction product. The product is: [Cl:46][C:20]1[C:19]2[N:18]=[C:4]([OH:5])[N:29]([CH2:30][C:31]3[CH:32]=[C:33]([CH:43]=[CH:44][CH:45]=3)[CH2:34][NH:35][C:36](=[O:42])[O:37][C:38]([CH3:40])([CH3:41])[CH3:39])[C:28]=2[C:27]2[CH:26]=[CH:25][CH:24]=[CH:23][C:22]=2[N:21]=1. (2) The product is: [Br:1][C:2]1[N:7]=[CH:6][C:5]2[C:8]([CH2:21][N:22]([CH3:23])[C:39](=[O:40])[O:41][C:42]([CH3:43])([CH3:44])[CH3:45])=[CH:9][N:10]([S:11]([C:14]3[CH:19]=[CH:18][CH:17]=[C:16]([F:20])[CH:15]=3)(=[O:12])=[O:13])[C:4]=2[CH:3]=1. Given the reactants [Br:1][C:2]1[N:7]=[CH:6][C:5]2[C:8]([CH2:21][NH:22][CH3:23])=[CH:9][N:10]([S:11]([C:14]3[CH:19]=[CH:18][CH:17]=[C:16]([F:20])[CH:15]=3)(=[O:13])=[O:12])[C:4]=2[CH:3]=1.C(N(CC)CC)C.[C:39](O[C:39]([O:41][C:42]([CH3:45])([CH3:44])[CH3:43])=[O:40])([O:41][C:42]([CH3:45])([CH3:44])[CH3:43])=[O:40].O, predict the reaction product. (3) Given the reactants Cl[CH2:2][CH2:3][NH2:4].[CH3:5][C:6]1[CH:11]=[C:10]([N+:12]([O-:14])=[O:13])[CH:9]=[CH:8][C:7]=1[N:15]=[C:16]=[S:17], predict the reaction product. The product is: [CH3:5][C:6]1[CH:11]=[C:10]([N+:12]([O-:14])=[O:13])[CH:9]=[CH:8][C:7]=1[N:15]=[C:16]1[N:4]([CH:11]2[CH2:10][CH2:9][CH2:8][CH:7]=[CH:6]2)[CH2:3][CH2:2][S:17]1. (4) Given the reactants [Cl:1][C:2]1[CH:10]=[C:9]2[C:5]([C:6]([C:11](=[O:16])[C:12]([F:15])([F:14])[F:13])=[CH:7][NH:8]2)=[CH:4][CH:3]=1.C(=O)([O-])[O-].[K+].[K+].I[CH:24]([CH3:26])[CH3:25], predict the reaction product. The product is: [Cl:1][C:2]1[CH:10]=[C:9]2[C:5]([C:6]([C:11](=[O:16])[C:12]([F:13])([F:14])[F:15])=[CH:7][N:8]2[CH:24]([CH3:26])[CH3:25])=[CH:4][CH:3]=1. (5) Given the reactants [Cl:1][C:2]1[CH:3]=[C:4]([C:8]2[C:12]3[CH2:13][C:14]4[S:15][CH:16]=[CH:17][C:18]=4[C:11]=3[NH:10][N:9]=2)[CH:5]=[CH:6][CH:7]=1.C([O-])([O-])=[O:20].[Cs+].[Cs+], predict the reaction product. The product is: [Cl:1][C:2]1[CH:3]=[C:4]([C:8]2[C:12]3[C:13](=[O:20])[C:14]4[S:15][CH:16]=[CH:17][C:18]=4[C:11]=3[NH:10][N:9]=2)[CH:5]=[CH:6][CH:7]=1. (6) Given the reactants Cl[C:2]1[C:7]2[NH:8][C:9](=[S:16])[N:10]([CH2:11][CH2:12][CH2:13][C:14]#[CH:15])[C:6]=2[CH:5]=[CH:4][N:3]=1.[NH2-:17].[Na+].N.C(O)C, predict the reaction product. The product is: [NH2:17][C:2]1[C:7]2[NH:8][C:9](=[S:16])[N:10]([CH2:11][CH2:12][CH2:13][C:14]#[CH:15])[C:6]=2[CH:5]=[CH:4][N:3]=1. (7) Given the reactants [Cl:1][C:2]1[C:3]2([CH3:14])[O:12][C:6]([CH3:13])([C:7](Cl)(Cl)[C:8]=1[Cl:9])[CH:5]=[CH:4]2.CCCCCC.C(OCC)(=[O:23])C.C(=O)([O-])O.[Na+].[N+]([O-])(O)=O, predict the reaction product. The product is: [Cl:9][C:8]1[C:7](=[O:23])[C:6]2([CH3:13])[O:12][C:3]([CH3:14])([C:2]=1[Cl:1])[CH:4]=[CH:5]2. (8) Given the reactants [CH2:1]([O:8][C:9]1[CH:18]=[CH:17][CH:16]=[C:15]2[C:10]=1[CH2:11][CH2:12][CH2:13][CH:14]2[C:19]([NH:21][C:22]1[CH:23]=[N:24][C:25]([CH:28]([CH3:30])[CH3:29])=[CH:26][CH:27]=1)=[O:20])[C:2]1[CH:7]=[CH:6][CH:5]=[CH:4][CH:3]=1.Cl[CH2:32][C:33]1[N:34]=[C:35]([CH2:38][CH3:39])[S:36][CH:37]=1, predict the reaction product. The product is: [CH2:1]([O:8][C:9]1[CH:18]=[CH:17][CH:16]=[C:15]2[C:10]=1[CH2:11][CH2:12][CH2:13][CH:14]2[C:19]([N:21]([CH2:32][C:33]1[N:34]=[C:35]([CH2:38][CH3:39])[S:36][CH:37]=1)[C:22]1[CH:23]=[N:24][C:25]([CH:28]([CH3:30])[CH3:29])=[CH:26][CH:27]=1)=[O:20])[C:2]1[CH:7]=[CH:6][CH:5]=[CH:4][CH:3]=1. (9) Given the reactants [CH3:1][C:2]1[CH:29]=[CH:28][C:5]([CH2:6][N:7]2[C:15]3[C:10](=[CH:11][C:12]([C:16]4[CH:21]=[CH:20][CH:19]=[C:18]([CH3:22])[CH:17]=4)=[CH:13][CH:14]=3)[CH:9]=[C:8]2[C:23](OCC)=[O:24])=[CH:4][CH:3]=1.[Al].[Li], predict the reaction product. The product is: [CH3:1][C:2]1[CH:29]=[CH:28][C:5]([CH2:6][N:7]2[C:15]3[C:10](=[CH:11][C:12]([C:16]4[CH:21]=[CH:20][CH:19]=[C:18]([CH3:22])[CH:17]=4)=[CH:13][CH:14]=3)[CH:9]=[C:8]2[CH2:23][OH:24])=[CH:4][CH:3]=1. (10) Given the reactants Br[C:2]1[CH:7]=[CH:6][CH:5]=[CH:4][C:3]=1[CH2:8][C:9]([OH:11])=[O:10].[F:12][C:13]1[CH:19]=[CH:18][CH:17]=[CH:16][C:14]=1[NH2:15], predict the reaction product. The product is: [F:12][C:13]1[CH:19]=[CH:18][CH:17]=[CH:16][C:14]=1[NH:15][C:2]1[CH:7]=[CH:6][CH:5]=[CH:4][C:3]=1[CH2:8][C:9]([OH:11])=[O:10].